From a dataset of Forward reaction prediction with 1.9M reactions from USPTO patents (1976-2016). Predict the product of the given reaction. The product is: [F:45][C:42]([F:43])([F:44])[C:40]1[CH:39]=[C:5]([CH:4]=[C:3]([C:2]([F:1])([F:46])[F:47])[CH:41]=1)[CH2:6][N:7]([CH2:17][C:18]1[CH:23]=[C:22]([C:24]([F:27])([F:26])[F:25])[CH:21]=[CH:20][C:19]=1[C:28]1[CH:33]=[C:32]([CH:34]([CH3:36])[CH3:35])[CH:31]=[CH:30][C:29]=1[O:37][CH3:38])[C:8]1[N:9]=[N:10][N:11]([CH2:13][CH2:14][S:15]([CH3:16])=[O:56])[N:12]=1. Given the reactants [F:1][C:2]([F:47])([F:46])[C:3]1[CH:4]=[C:5]([CH:39]=[C:40]([C:42]([F:45])([F:44])[F:43])[CH:41]=1)[CH2:6][N:7]([CH2:17][C:18]1[CH:23]=[C:22]([C:24]([F:27])([F:26])[F:25])[CH:21]=[CH:20][C:19]=1[C:28]1[CH:33]=[C:32]([CH:34]([CH3:36])[CH3:35])[CH:31]=[CH:30][C:29]=1[O:37][CH3:38])[C:8]1[N:9]=[N:10][N:11]([CH2:13][CH2:14][S:15][CH3:16])[N:12]=1.ClC1C=CC=C(C(OO)=[O:56])C=1.C(=O)(O)[O-].[Na+], predict the reaction product.